This data is from TCR-epitope binding with 47,182 pairs between 192 epitopes and 23,139 TCRs. The task is: Binary Classification. Given a T-cell receptor sequence (or CDR3 region) and an epitope sequence, predict whether binding occurs between them. (1) The epitope is LLSAGIFGA. The TCR CDR3 sequence is CASSLGALAGGPTDTQYF. Result: 0 (the TCR does not bind to the epitope). (2) The epitope is MMISAGFSL. The TCR CDR3 sequence is CASSQDLPGVGTEAFF. Result: 1 (the TCR binds to the epitope).